The task is: Predict the reactants needed to synthesize the given product.. This data is from Full USPTO retrosynthesis dataset with 1.9M reactions from patents (1976-2016). (1) Given the product [C:47]1([C:45]2[CH:46]=[C:41]([C:39]([NH:38][C:27]3[CH:26]=[C:25]([C:17]4[NH:16][CH:20]=[CH:19][CH:18]=4)[CH:37]=[CH:36][C:28]=3[C:29]([OH:31])=[O:30])=[O:40])[CH:42]=[N:43][CH:44]=2)[CH:48]=[CH:49][CH:50]=[CH:51][CH:52]=1, predict the reactants needed to synthesize it. The reactants are: P([O-])([O-])([O-])=O.[K+].[K+].[K+].C(OC([N:16]1[CH:20]=[CH:19][CH:18]=[C:17]1B(O)O)=O)(C)(C)C.Br[C:25]1[CH:37]=[CH:36][C:28]([C:29]([O:31]C(C)(C)C)=[O:30])=[C:27]([NH:38][C:39]([C:41]2[CH:42]=[N:43][CH:44]=[C:45]([C:47]3[CH:52]=[CH:51][CH:50]=[CH:49][CH:48]=3)[CH:46]=2)=[O:40])[CH:26]=1.C(O)(=O)CC(CC(O)=O)(C(O)=O)O. (2) Given the product [Cl:1][C:2]1[CH:3]=[C:4]2[C:8](=[CH:9][CH:10]=1)[NH:7][C:6](=[O:11])[C:5]2=[CH:18][C:13]1[CH:14]=[CH:15][CH:16]=[CH:17][N:12]=1, predict the reactants needed to synthesize it. The reactants are: [Cl:1][C:2]1[CH:3]=[C:4]2[C:8](=[CH:9][CH:10]=1)[NH:7][C:6](=[O:11])[CH2:5]2.[N:12]1[CH:17]=[CH:16][CH:15]=[CH:14][C:13]=1[CH:18]=O. (3) Given the product [Cl:28][C:26]1[CH:27]=[C:22]([NH:21][C:20]([CH2:19][N:10]2[C:11]3[C:16](=[CH:15][CH:14]=[CH:13][CH:12]=3)[C:17](=[O:18])[N:8]([CH2:7][C:6]([OH:32])=[O:5])[C:9]2=[O:31])=[O:30])[CH:23]=[C:24]([Cl:29])[N:25]=1, predict the reactants needed to synthesize it. The reactants are: C([O:5][C:6](=[O:32])[CH2:7][N:8]1[C:17](=[O:18])[C:16]2[C:11](=[CH:12][CH:13]=[CH:14][CH:15]=2)[N:10]([CH2:19][C:20](=[O:30])[NH:21][C:22]2[CH:27]=[C:26]([Cl:28])[N:25]=[C:24]([Cl:29])[CH:23]=2)[C:9]1=[O:31])(C)(C)C.C(O)(C(F)(F)F)=O. (4) Given the product [CH3:13][O:18][C:17]([C@@H:27]1[CH2:6][C:5]2[C:25](=[CH:10][CH:2]=[CH:3][CH:4]=2)[N:26]1[CH3:29])=[O:20], predict the reactants needed to synthesize it. The reactants are: N1C2[C:4](=[CH:5][CH:6]=CC=2)[CH2:3][C@H:2]1[C:10](O)=O.[CH3:13]C(C)=O.[C:17](=[O:20])([O-])[O-:18].[K+].[K+].CI.[CH3:25][N:26]([CH3:29])[CH:27]=O. (5) Given the product [C:1]([O:5][C:6]([NH:8][CH2:9][C:10]([NH:44][C:43]1[CH:45]=[CH:46][C:40]([C:25]2[O:26][C:27]3[N:28]=[CH:29][N:30]=[C:31]([N:33]4[CH2:34][CH2:35][N:36]([CH3:39])[CH2:37][CH2:38]4)[C:32]=3[C:24]=2[C:21]2[CH:22]=[CH:23][C:18]([F:17])=[CH:19][CH:20]=2)=[CH:41][CH:42]=1)=[O:12])=[O:7])([CH3:2])([CH3:3])[CH3:4], predict the reactants needed to synthesize it. The reactants are: [C:1]([O:5][C:6]([NH:8][CH2:9][C:10]([OH:12])=O)=[O:7])([CH3:4])([CH3:3])[CH3:2].C(Cl)CCl.[F:17][C:18]1[CH:23]=[CH:22][C:21]([C:24]2[C:32]3[C:31]([N:33]4[CH2:38][CH2:37][N:36]([CH3:39])[CH2:35][CH2:34]4)=[N:30][CH:29]=[N:28][C:27]=3[O:26][C:25]=2[C:40]2[CH:46]=[CH:45][C:43]([NH2:44])=[CH:42][CH:41]=2)=[CH:20][CH:19]=1. (6) Given the product [C:1]([C:3]1[CH:4]=[CH:5][C:6]([CH2:7][N:8]2[C:16]3[C:11](=[CH:12][CH:13]=[CH:14][C:15]=3[F:17])[C:10]([C:18]([NH:57][C@H:58]([C:59]([NH:61][CH2:62][CH2:63][OH:64])=[O:60])[C:65]([CH3:68])([CH3:66])[CH3:67])=[O:20])=[N:9]2)=[CH:21][CH:22]=1)#[N:2], predict the reactants needed to synthesize it. The reactants are: [C:1]([C:3]1[CH:22]=[CH:21][C:6]([CH2:7][N:8]2[C:16]3[C:11](=[CH:12][CH:13]=[CH:14][C:15]=3[F:17])[C:10]([C:18]([OH:20])=O)=[N:9]2)=[CH:5][CH:4]=1)#[N:2].C(N(CC)C(C)C)(C)C.CN(C(ON1N=NC2C=CC=NC1=2)=[N+](C)C)C.F[P-](F)(F)(F)(F)F.Cl.[NH2:57][C@@H:58]([C:65]([CH3:68])([CH3:67])[CH3:66])[C:59]([NH:61][CH2:62][CH2:63][OH:64])=[O:60]. (7) Given the product [CH:1]1[CH:10]=[C:9]2[C:4]([CH:5]=[C:6]([C:11]([O-:13])=[O:12])[CH:7]=[CH:8]2)=[CH:3][CH:2]=1.[CH:14]1[CH:23]=[C:22]2[C:17]([CH:18]=[C:19]([C:24]([O-:26])=[O:25])[CH:20]=[CH:21]2)=[CH:16][CH:15]=1.[Cu+2:27].[Cu:27], predict the reactants needed to synthesize it. The reactants are: [CH:1]1[CH:10]=[C:9]2[C:4]([CH:5]=[C:6]([C:11]([O-:13])=[O:12])[CH:7]=[CH:8]2)=[CH:3][CH:2]=1.[CH:14]1[CH:23]=[C:22]2[C:17]([CH:18]=[C:19]([C:24]([O-:26])=[O:25])[CH:20]=[CH:21]2)=[CH:16][CH:15]=1.[Cu+2:27].